Dataset: Full USPTO retrosynthesis dataset with 1.9M reactions from patents (1976-2016). Task: Predict the reactants needed to synthesize the given product. Given the product [CH3:1][C:2]1[N:6]=[C:5]([CH3:7])[N:4]([C:8]2[CH:9]=[C:10]([C@@H:18]3[CH2:20][C@H:19]3[C:21]3[N:25]([CH3:26])[C:24]4[CH:27]=[CH:28][CH:29]=[CH:30][C:23]=4[N:22]=3)[N:11]=[C:12]([OH:31])[N:13]=2)[N:3]=1, predict the reactants needed to synthesize it. The reactants are: [CH3:1][C:2]1[N:6]=[C:5]([CH3:7])[N:4]([C:8]2[N:13]=[C:12](S(C)(=O)=O)[N:11]=[C:10]([C@@H:18]3[CH2:20][C@H:19]3[C:21]3[N:25]([CH3:26])[C:24]4[CH:27]=[CH:28][CH:29]=[CH:30][C:23]=4[N:22]=3)[CH:9]=2)[N:3]=1.[OH-:31].[Na+].O.Cl.